From a dataset of Forward reaction prediction with 1.9M reactions from USPTO patents (1976-2016). Predict the product of the given reaction. Given the reactants [CH3:1][N:2]([CH3:23])[CH2:3][CH:4]([NH:6][C:7]1[CH:19]=[CH:18][C:10]([C:11]([N:13]([CH2:16][CH3:17])[CH2:14][CH3:15])=[O:12])=[CH:9][C:8]=1[N+:20]([O-])=O)[CH3:5].[CH3:24][CH2:25][O:26][C:27]([CH3:29])=O, predict the reaction product. The product is: [CH3:1][N:2]([CH3:23])[CH2:3][CH:4]([N:6]1[C:7]2[CH:19]=[CH:18][C:10]([C:11]([N:13]([CH2:16][CH3:17])[CH2:14][CH3:15])=[O:12])=[CH:9][C:8]=2[N:20]=[C:19]1[CH2:18][C:10]1[CH:9]=[CH:8][C:27]([O:26][CH2:25][CH3:24])=[CH:29][CH:11]=1)[CH3:5].